Dataset: Reaction yield outcomes from USPTO patents with 853,638 reactions. Task: Predict the reaction yield, written as a fraction of the theoretical maximum amount of product (1.0 means a 100% yield; for example, 0.34 means a 34% yield). (1) The reactants are [CH3:1][O:2][C:3]1[CH:4]=[C:5]([NH2:15])[CH:6]=[CH:7][C:8]=1[N:9]1[CH:13]=[C:12]([CH3:14])[N:11]=[CH:10]1.Cl[C:17]1[N:22]=[C:21]([CH3:23])[CH:20]=[C:19]([N:24]2[CH2:28][CH2:27][CH2:26][CH2:25]2)[N:18]=1. No catalyst specified. The product is [CH3:1][O:2][C:3]1[CH:4]=[C:5]([NH:15][C:17]2[N:22]=[C:21]([CH3:23])[CH:20]=[C:19]([N:24]3[CH2:28][CH2:27][CH2:26][CH2:25]3)[N:18]=2)[CH:6]=[CH:7][C:8]=1[N:9]1[CH:13]=[C:12]([CH3:14])[N:11]=[CH:10]1. The yield is 0.910. (2) The reactants are [ClH:1].[CH3:2][O:3][C:4]1[CH:5]=[C:6](/[C:12](=[CH:15]/[C:16]2[CH:17]=[N:18][C:19]([O:22][CH3:23])=[CH:20][CH:21]=2)/[C:13]#[N:14])[CH:7]=[CH:8][C:9]=1[O:10][CH3:11]. No catalyst specified. The product is [ClH:1].[CH3:2][O:3][C:4]1[CH:5]=[C:6](/[C:12](=[CH:15]/[C:16]2[CH:17]=[N:18][C:19]([O:22][CH3:23])=[CH:20][CH:21]=2)/[C:13]#[N:14])[CH:7]=[CH:8][C:9]=1[O:10][CH3:11]. The yield is 0.980. (3) The reactants are Br[C:2]1[C:3]2[CH:10]=[CH:9][NH:8][C:4]=2[N:5]=[N:6][CH:7]=1.O.C([Si](C(C)C)(C(C)C)[N:16]1[CH:20]=[CH:19][C:18](B(O)O)=[CH:17]1)(C)C.C([O-])(O)=O.[Na+]. The catalyst is COCCOC. The product is [NH:16]1[CH:20]=[CH:19][C:18]([C:2]2[C:3]3[CH:10]=[CH:9][NH:8][C:4]=3[N:5]=[N:6][CH:7]=2)=[CH:17]1. The yield is 0.0700. (4) The reactants are [CH3:1][C:2]1[O:3][CH:4]=[N:5][N:6]=1.[Li]CCCC.[Mg+2].[Br-].[Br-].[C:15]([NH:22][C@H:23]([CH:25]=[O:26])[CH3:24])([O:17][C:18]([CH3:21])([CH3:20])[CH3:19])=[O:16]. The catalyst is C1COCC1.CCOCC. The product is [OH:26][CH:25]([C:4]1[O:3][C:2]([CH3:1])=[N:6][N:5]=1)[C@@H:23]([NH:22][C:15](=[O:16])[O:17][C:18]([CH3:21])([CH3:20])[CH3:19])[CH3:24]. The yield is 0.100. (5) The reactants are [O-]P([O-])([O-])=O.[K+].[K+].[K+].[C@@H]1(N)CCCC[C@H]1N.I[C:18]1[CH:19]=[C:20]([CH3:25])[CH:21]=[C:22]([CH3:24])[CH:23]=1.[NH:26]1[CH2:30][CH2:29][CH2:28][C:27]1=[O:31]. The catalyst is [Cu]I.O1CCOCC1. The product is [CH3:24][C:22]1[CH:23]=[C:18]([N:26]2[CH2:30][CH2:29][CH2:28][C:27]2=[O:31])[CH:19]=[C:20]([CH3:25])[CH:21]=1. The yield is 0.980. (6) The reactants are [F:1][C:2]([F:30])([F:29])[C:3]([N:5]([CH2:15][CH:16]1[CH2:21][CH2:20][N:19](C(OC(C)(C)C)=O)[CH2:18][CH2:17]1)[C@@H:6]1[CH2:8][C@H:7]1[C:9]1[CH:14]=[CH:13][CH:12]=[CH:11][CH:10]=1)=[O:4].FC(F)(F)C(O)=O. The catalyst is C(Cl)(Cl)Cl. The product is [F:30][C:2]([F:1])([F:29])[C:3]([N:5]([C@@H:6]1[CH2:8][C@H:7]1[C:9]1[CH:14]=[CH:13][CH:12]=[CH:11][CH:10]=1)[CH2:15][CH:16]1[CH2:17][CH2:18][NH:19][CH2:20][CH2:21]1)=[O:4]. The yield is 0.800.